Dataset: NCI-60 drug combinations with 297,098 pairs across 59 cell lines. Task: Regression. Given two drug SMILES strings and cell line genomic features, predict the synergy score measuring deviation from expected non-interaction effect. Drug 1: CC(CN1CC(=O)NC(=O)C1)N2CC(=O)NC(=O)C2. Drug 2: C1=CC=C(C(=C1)C(C2=CC=C(C=C2)Cl)C(Cl)Cl)Cl. Cell line: HOP-62. Synergy scores: CSS=8.65, Synergy_ZIP=-1.38, Synergy_Bliss=2.65, Synergy_Loewe=-1.19, Synergy_HSA=2.21.